Dataset: Forward reaction prediction with 1.9M reactions from USPTO patents (1976-2016). Task: Predict the product of the given reaction. (1) Given the reactants Cl[C:2]1[CH:7]=[CH:6][N:5]=[C:4]2[CH:8]=[C:9]([C:11]([N:13]([CH3:15])[CH3:14])=[O:12])[S:10][C:3]=12.[CH3:16][NH:17][C:18]([C:20]1[C:28]2[C:23](=[CH:24][C:25]([OH:29])=[CH:26][CH:27]=2)[N:22]([CH3:30])[C:21]=1[CH3:31])=[O:19].C([O-])([O-])=O.[Cs+].[Cs+], predict the reaction product. The product is: [CH3:30][N:22]1[C:23]2[C:28](=[CH:27][CH:26]=[C:25]([O:29][C:2]3[CH:7]=[CH:6][N:5]=[C:4]4[CH:8]=[C:9]([C:11]([N:13]([CH3:15])[CH3:14])=[O:12])[S:10][C:3]=34)[CH:24]=2)[C:20]([C:18]([NH:17][CH3:16])=[O:19])=[C:21]1[CH3:31]. (2) Given the reactants CN(C)[N:3]=[CH:4][C:5]1[CH:13]=[CH:12][CH:11]=[C:10]2[C:6]=1[C:7](=[O:23])[N:8]([CH:15]1[CH2:20][CH2:19][C:18](=[O:21])[NH:17][C:16]1=[O:22])[C:9]2=[O:14].[H][H].CS(O)(=O)=O, predict the reaction product. The product is: [NH2:3][CH2:4][C:5]1[CH:13]=[CH:12][CH:11]=[C:10]2[C:6]=1[C:7](=[O:23])[N:8]([CH:15]1[CH2:20][CH2:19][C:18](=[O:21])[NH:17][C:16]1=[O:22])[C:9]2=[O:14]. (3) Given the reactants C([Si](C(C)C)(C(C)C)[O:5][C:6]1[CH:11]=[CH:10][C:9]([C:12]2[Se:16][C:15]([CH2:17][OH:18])=[CH:14][CH:13]=2)=[CH:8][CH:7]=1)(C)C.CCCC[N+](CCCC)(CCCC)CCCC.[F-].O, predict the reaction product. The product is: [OH:18][CH2:17][C:15]1[Se:16][C:12]([C:9]2[CH:10]=[CH:11][C:6]([OH:5])=[CH:7][CH:8]=2)=[CH:13][CH:14]=1.